From a dataset of Forward reaction prediction with 1.9M reactions from USPTO patents (1976-2016). Predict the product of the given reaction. (1) Given the reactants Cl[C:2]1[C:7]([CH3:8])=[CH:6][N:5]2[N:9]=[CH:10][C:11]([C:12]([O:14][CH2:15][CH3:16])=[O:13])=[C:4]2[N:3]=1.[CH3:17][C:18]1[N:19]=[N:20][NH:21][CH:22]=1.C(=O)([O-])[O-].[K+].[K+].CN(C)C=O, predict the reaction product. The product is: [CH3:8][C:7]1[C:2]([N:21]2[CH:22]=[C:18]([CH3:17])[N:19]=[N:20]2)=[N:3][C:4]2[N:5]([N:9]=[CH:10][C:11]=2[C:12]([O:14][CH2:15][CH3:16])=[O:13])[CH:6]=1. (2) Given the reactants [N+:1]([O-:4])([OH:3])=[O:2].[N+:5]([C:8]1[CH:23]=[CH:22][C:11]([C:12]([O:14][CH2:15][CH2:16][CH2:17][CH2:18][C@H:19](O)[CH3:20])=[O:13])=[CH:10][CH:9]=1)([O-:7])=[O:6].C([O-])(O)=O.[Na+], predict the reaction product. The product is: [N+:5]([C:8]1[CH:9]=[CH:10][C:11]([C:12]([O:14][CH2:15][CH2:16][CH2:17][CH2:18][C@H:19]([O:2][N+:1]([O-:4])=[O:3])[CH3:20])=[O:13])=[CH:22][CH:23]=1)([O-:7])=[O:6]. (3) Given the reactants F[C:2]1[CH:10]=[C:9]2[C:5]([C:6]([CH:11]3[C:16](=O)[CH2:15][C:14]([CH3:19])([CH3:18])[CH2:13][C:12]3=[O:20])=[CH:7][NH:8]2)=[CH:4][CH:3]=1.NC1C=C([Cl:31])C=CC=1C(O)=O.C(O)(=O)[C:33]1[C:34](=CC=CC=1)[NH2:35], predict the reaction product. The product is: [Cl:31][C:2]1[CH:3]=[CH:4][C:5]2[C:6]3[C:11]4[C:12](=[O:20])[CH2:13][C:14]([CH3:19])([CH3:18])[CH2:15][C:16]=4[N:35]=[C:34]([CH3:33])[C:7]=3[NH:8][C:9]=2[CH:10]=1. (4) Given the reactants [S:1]1[CH:5]=[CH:4][CH:3]=[C:2]1[C:6]([OH:8])=O.[F:9][C:10]([F:14])([F:13])[CH2:11][NH2:12].CN(C(ON1N=NC2C=CC=CC1=2)=[N+](C)C)C.F[P-](F)(F)(F)(F)F, predict the reaction product. The product is: [F:9][C:10]([F:14])([F:13])[CH2:11][NH:12][C:6]([C:2]1[S:1][CH:5]=[CH:4][CH:3]=1)=[O:8].